Dataset: Reaction yield outcomes from USPTO patents with 853,638 reactions. Task: Predict the reaction yield, written as a fraction of the theoretical maximum amount of product (1.0 means a 100% yield; for example, 0.34 means a 34% yield). The reactants are CS(Cl)(=O)=O.OCCNC(=O)[O-].C(N(CC)CC)C.[H-].[Na+].CS([O:26][CH2:27][CH2:28][N:29]([CH2:37][C:38]([NH:40][C:41]1[CH:46]=[C:45]([N:47]2[CH2:52][CH2:51][O:50][CH2:49][CH2:48]2)[CH:44]=[CH:43][C:42]=1[Cl:53])=O)[C:30]([O:32][C:33]([CH3:36])([CH3:35])[CH3:34])=[O:31])(=O)=O. The catalyst is ClCCl.CN(C)C=O. The product is [Cl:53][C:42]1[CH:43]=[CH:44][C:45]([N:47]2[CH2:52][CH2:51][O:50][CH2:49][CH2:48]2)=[CH:46][C:41]=1[N:40]1[CH2:38][CH2:37][N:29]([C:30]([O:32][C:33]([CH3:34])([CH3:36])[CH3:35])=[O:31])[CH2:28][C:27]1=[O:26]. The yield is 0.582.